The task is: Regression. Given two drug SMILES strings and cell line genomic features, predict the synergy score measuring deviation from expected non-interaction effect.. This data is from NCI-60 drug combinations with 297,098 pairs across 59 cell lines. (1) Drug 1: C1=NC2=C(N=C(N=C2N1C3C(C(C(O3)CO)O)O)F)N. Drug 2: C1=CC=C(C=C1)NC(=O)CCCCCCC(=O)NO. Cell line: PC-3. Synergy scores: CSS=18.6, Synergy_ZIP=-5.05, Synergy_Bliss=-0.561, Synergy_Loewe=-5.77, Synergy_HSA=-0.802. (2) Drug 2: C1C(C(OC1N2C=NC(=NC2=O)N)CO)O. Synergy scores: CSS=35.4, Synergy_ZIP=-7.24, Synergy_Bliss=-9.90, Synergy_Loewe=-24.5, Synergy_HSA=-9.14. Drug 1: CC1=C2C(C(=O)C3(C(CC4C(C3C(C(C2(C)C)(CC1OC(=O)C(C(C5=CC=CC=C5)NC(=O)C6=CC=CC=C6)O)O)OC(=O)C7=CC=CC=C7)(CO4)OC(=O)C)O)C)OC(=O)C. Cell line: HOP-62. (3) Drug 1: CC1=C(C(=O)C2=C(C1=O)N3CC4C(C3(C2COC(=O)N)OC)N4)N. Drug 2: CCC1(C2=C(COC1=O)C(=O)N3CC4=CC5=C(C=CC(=C5CN(C)C)O)N=C4C3=C2)O.Cl. Cell line: BT-549. Synergy scores: CSS=0.513, Synergy_ZIP=-9.41, Synergy_Bliss=-20.6, Synergy_Loewe=-39.5, Synergy_HSA=-20.3. (4) Drug 1: C1=CC(=CC=C1CC(C(=O)O)N)N(CCCl)CCCl.Cl. Drug 2: C1C(C(OC1N2C=NC3=C2NC=NCC3O)CO)O. Cell line: U251. Synergy scores: CSS=32.4, Synergy_ZIP=-6.28, Synergy_Bliss=-0.498, Synergy_Loewe=-0.618, Synergy_HSA=-0.474. (5) Drug 1: C1=CC(=CC=C1CCCC(=O)O)N(CCCl)CCCl. Drug 2: CC(C1=C(C=CC(=C1Cl)F)Cl)OC2=C(N=CC(=C2)C3=CN(N=C3)C4CCNCC4)N. Cell line: MCF7. Synergy scores: CSS=27.4, Synergy_ZIP=-6.31, Synergy_Bliss=-4.92, Synergy_Loewe=-4.22, Synergy_HSA=-3.37. (6) Drug 1: C1=NNC2=C1C(=O)NC=N2. Drug 2: C1CCC(C(C1)N)N.C(=O)(C(=O)[O-])[O-].[Pt+4]. Cell line: HOP-62. Synergy scores: CSS=10.8, Synergy_ZIP=-2.88, Synergy_Bliss=1.44, Synergy_Loewe=-18.9, Synergy_HSA=-0.802. (7) Drug 1: C1CC(CCC1OC2=C(C(=CC=C2)Cl)F)(CC3=NC(=CC=C3)NC4=NC=CS4)C(=O)O. Drug 2: CCC1=C2N=C(C=C(N2N=C1)NCC3=C[N+](=CC=C3)[O-])N4CCCCC4CCO. Cell line: SW-620. Synergy scores: CSS=42.4, Synergy_ZIP=-1.28, Synergy_Bliss=-0.737, Synergy_Loewe=-5.35, Synergy_HSA=-0.853.